This data is from Reaction yield outcomes from USPTO patents with 853,638 reactions. The task is: Predict the reaction yield, written as a fraction of the theoretical maximum amount of product (1.0 means a 100% yield; for example, 0.34 means a 34% yield). (1) The reactants are C=O.[C:3](O)(=O)C.[Cl-].[CH3:8][O:9][C:10]([C:12]1[CH:17]=[CH:16][C:15]([CH:18]2[CH2:23][CH2:22][NH2+:21][CH2:20][CH2:19]2)=[CH:14][CH:13]=1)=[O:11].C([BH3-])#N.[Na+]. The catalyst is C1COCC1.O. The product is [CH3:3][N:21]1[CH2:20][CH2:19][CH:18]([C:15]2[CH:16]=[CH:17][C:12]([C:10]([O:9][CH3:8])=[O:11])=[CH:13][CH:14]=2)[CH2:23][CH2:22]1. The yield is 0.504. (2) The reactants are [C:1]([NH:8][CH2:9][C:10]1[CH:15]=[CH:14][C:13]([CH2:16][C:17]([O:19][CH3:20])=[O:18])=[CH:12][CH:11]=1)([O:3][C:4]([CH3:7])([CH3:6])[CH3:5])=[O:2].C[Si]([N-][Si](C)(C)C)(C)C.[K+].C(C1C=C(C(C)C)C=C(C(C)C)C=1S([N:49]=[N+:50]=[N-:51])(=O)=O)(C)C.C(O)(=O)C. The catalyst is C1COCC1. The product is [C:1]([NH:8][CH2:9][C:10]1[CH:11]=[CH:12][C:13]([CH:16]([N:49]=[N+:50]=[N-:51])[C:17]([O:19][CH3:20])=[O:18])=[CH:14][CH:15]=1)([O:3][C:4]([CH3:6])([CH3:5])[CH3:7])=[O:2]. The yield is 0.670. (3) The reactants are C([O-])(O)=O.[Na+].[CH3:6][O:7][CH2:8][CH2:9][O:10][CH2:11][C:12]([C:15]1[CH:20]=[CH:19][C:18]([NH2:21])=[CH:17][C:16]=1[N+:22]([O-:24])=[O:23])([CH3:14])[CH3:13].[C:25](Cl)(=[O:27])[CH3:26].O. The catalyst is ClCCl. The product is [CH3:6][O:7][CH2:8][CH2:9][O:10][CH2:11][C:12]([C:15]1[CH:20]=[CH:19][C:18]([NH:21][C:25](=[O:27])[CH3:26])=[CH:17][C:16]=1[N+:22]([O-:24])=[O:23])([CH3:14])[CH3:13]. The yield is 0.870. (4) The reactants are [CH2:1]([Sn:9](=[O:18])[CH2:10][CH2:11][CH2:12][CH2:13][CH2:14][CH2:15][CH2:16][CH3:17])[CH2:2][CH2:3][CH2:4][CH2:5][CH2:6][CH2:7][CH3:8].[CH2:19]([CH:21]([CH2:24][CH3:25])[CH2:22][OH:23])[CH3:20]. No catalyst specified. The product is [CH2:1]([Sn:9]([CH2:10][CH2:11][CH2:12][CH2:13][CH2:14][CH2:15][CH2:16][CH3:17])([O:23][CH2:22][CH:21]([CH2:24][CH3:25])[CH2:19][CH3:20])[O:18][Sn:9]([CH2:10][CH2:11][CH2:12][CH2:13][CH2:14][CH2:15][CH2:16][CH3:17])([CH2:1][CH2:2][CH2:3][CH2:4][CH2:5][CH2:6][CH2:7][CH3:8])[O:23][CH2:22][CH:21]([CH2:24][CH3:25])[CH2:19][CH3:20])[CH2:2][CH2:3][CH2:4][CH2:5][CH2:6][CH2:7][CH3:8]. The yield is 0.990. (5) The yield is 0.900. The reactants are [Br:1][C:2]1[CH:3]=[CH:4][C:5]2[C:11](=O)/[C:10](=[CH:13]/[N:14](C)C)/[CH2:9][CH2:8][O:7][C:6]=2[CH:17]=1.Cl.Cl.[NH2:20]N. The product is [Br:1][C:2]1[CH:3]=[CH:4][C:5]2[C:11]3[C:10]([CH2:9][CH2:8][O:7][C:6]=2[CH:17]=1)=[CH:13][NH:14][N:20]=3. The catalyst is C(O)(C)C.O. (6) The reactants are [CH3:1][O:2][C:3]1[CH:8]=[CH:7][C:6]([CH2:9][NH2:10])=[CH:5][CH:4]=1.Br[CH2:12][C:13]#[N:14]. The catalyst is C1COCC1. The product is [CH3:1][O:2][C:3]1[CH:8]=[CH:7][C:6]([CH2:9][NH:10][CH2:12][C:13]#[N:14])=[CH:5][CH:4]=1. The yield is 0.760. (7) The reactants are OCC=C(CCC=C(CCC=C(C)C)C)C.N1C=CN=C1.CN(C)C=O.[Si:27]([Cl:44])([C:40]([CH3:43])([CH3:42])[CH3:41])(C1C=CC=CC=1)[C:28]1[CH:33]=[CH:32][CH:31]=[CH:30][CH:29]=1. The yield is 0.990. The product is [C:40]([SiH:27]([C:28]1[CH:33]=[CH:32][CH:31]=[CH:30][CH:29]=1)[Cl:44])([CH3:43])([CH3:41])[CH3:42]. The catalyst is ClCCl.